From a dataset of Full USPTO retrosynthesis dataset with 1.9M reactions from patents (1976-2016). Predict the reactants needed to synthesize the given product. (1) Given the product [CH3:31][S:30][C:26]1[CH:25]=[C:24]([C:22]2[N:23]=[C:14]([CH:11]3[CH2:10][CH2:9][CH:8]([C:6]([OH:7])=[O:5])[CH2:13][CH2:12]3)[CH:15]=[C:16]3[C:21]=2[N:20]=[CH:19][CH:18]=[CH:17]3)[CH:29]=[CH:28][CH:27]=1, predict the reactants needed to synthesize it. The reactants are: [OH-].[Li+].C([O:5][C:6]([CH:8]1[CH2:13][CH2:12][CH:11]([C:14]2[CH:15]=[C:16]3[C:21](=[C:22]([C:24]4[CH:29]=[CH:28][CH:27]=[C:26]([S:30][CH3:31])[CH:25]=4)[N:23]=2)[N:20]=[CH:19][CH:18]=[CH:17]3)[CH2:10][CH2:9]1)=[O:7])C.CO. (2) Given the product [N:9]1[C:10]2[C:5](=[CH:4][C:3]([C:2]3[CH:11]=[C:10]4[C:5]([CH:6]=[CH:7][CH:8]=[N:9]4)=[C:4]([O:12][C@@H:13]([C@H:15]4[CH2:19][NH:18][C:17](=[O:20])[CH2:16]4)[CH3:14])[CH:3]=3)=[CH:2][CH:11]=2)[CH:6]=[CH:7][CH:8]=1, predict the reactants needed to synthesize it. The reactants are: Br[C:2]1[CH:11]=[C:10]2[C:5]([CH:6]=[CH:7][CH:8]=[N:9]2)=[C:4]([O:12][C@@H:13]([C@H:15]2[CH2:19][NH:18][C:17](=[O:20])[CH2:16]2)[CH3:14])[CH:3]=1.C(=O)([O-])[O-].[Na+].[Na+]. (3) Given the product [Br:1][C:2]1[CH:3]=[C:4]([N+:11]([O-:13])=[O:12])[CH:5]=[C:6]2[C:10]=1[N:9]([CH3:14])[CH:8]=[CH:7]2, predict the reactants needed to synthesize it. The reactants are: [Br:1][C:2]1[CH:3]=[C:4]([N+:11]([O-:13])=[O:12])[CH:5]=[C:6]2[C:10]=1[NH:9][CH:8]=[CH:7]2.[CH3:14]C(C)([O-])C.[K+].CI.O.